From a dataset of Forward reaction prediction with 1.9M reactions from USPTO patents (1976-2016). Predict the product of the given reaction. (1) Given the reactants [Br:1][C:2]1[CH:3]=[C:4]([C@:11]2([CH3:18])[CH2:16][O:15][CH2:14][C:13]([NH2:17])=[N:12]2)[CH:5]=[C:6]([N+:8]([O-:10])=[O:9])[CH:7]=1.[CH3:19][C:20]([O:23][C:24](O[C:24]([O:23][C:20]([CH3:22])([CH3:21])[CH3:19])=[O:25])=[O:25])([CH3:22])[CH3:21].CCN(C(C)C)C(C)C.O, predict the reaction product. The product is: [C:20]([O:23][C:24](=[O:25])[NH:17][C:13]1[CH2:14][O:15][CH2:16][C@:11]([C:4]2[CH:5]=[C:6]([N+:8]([O-:10])=[O:9])[CH:7]=[C:2]([Br:1])[CH:3]=2)([CH3:18])[N:12]=1)([CH3:22])([CH3:21])[CH3:19]. (2) The product is: [ClH:42].[C:36]1([CH3:40])[CH:37]=[CH:38][CH:39]=[C:34]([C:16]2([CH2:15][NH2:14])[CH2:20][CH2:19][CH:18]([N:21]3[CH2:26][CH2:25][N:24]4[C:27]([C:30]([F:33])([F:32])[F:31])=[N:28][N:29]=[C:23]4[CH2:22]3)[CH2:17]2)[CH:35]=1. Given the reactants FC(F)(F)C(O)=O.C(OC(=O)[NH:14][CH2:15][C:16]1([C:34]2[CH:35]=[C:36]([CH3:40])[CH:37]=[CH:38][CH:39]=2)[CH2:20][CH2:19][CH:18]([N:21]2[CH2:26][CH2:25][N:24]3[C:27]([C:30]([F:33])([F:32])[F:31])=[N:28][N:29]=[C:23]3[CH2:22]2)[CH2:17]1)(C)(C)C.[Cl:42]CCl, predict the reaction product. (3) Given the reactants [Al+3].[Cl-].[Cl-].[Cl-].C[O:6][C:7]1[CH:12]=[CH:11][C:10]([O:13][CH3:14])=[CH:9][CH:8]=1.[C:15](Cl)(=[O:19])[CH:16]([CH3:18])[CH3:17], predict the reaction product. The product is: [OH:6][C:7]1[CH:12]=[CH:11][C:10]([O:13][CH3:14])=[CH:9][C:8]=1[C:15](=[O:19])[CH:16]([CH3:18])[CH3:17].